From a dataset of Reaction yield outcomes from USPTO patents with 853,638 reactions. Predict the reaction yield, written as a fraction of the theoretical maximum amount of product (1.0 means a 100% yield; for example, 0.34 means a 34% yield). (1) The reactants are [Br:1][C:2]1[C:10]([CH2:11][CH3:12])=[C:9]2[C:5]([C:6]3[CH2:16][CH2:15][O:14][C:13]([CH2:19][C:20]([O:22]CC)=[O:21])([CH2:17][CH3:18])[C:7]=3[NH:8]2)=[CH:4][CH:3]=1.O.[OH-].[Li+].O. The catalyst is O1CCOCC1. The product is [Br:1][C:2]1[C:10]([CH2:11][CH3:12])=[C:9]2[C:5]([C:6]3[CH2:16][CH2:15][O:14][C:13]([CH2:19][C:20]([OH:22])=[O:21])([CH2:17][CH3:18])[C:7]=3[NH:8]2)=[CH:4][CH:3]=1. The yield is 0.530. (2) The reactants are [NH:1]1[C:9]2[C:4](=[CH:5][C:6]([O:10][C:11]3[C:20]4[C:15](=[CH:16][C:17]([O:29][CH3:30])=[C:18]([O:21]CC5C=CC=CC=5)[CH:19]=4)[N:14]=[CH:13][N:12]=3)=[CH:7][N:8]=2)[CH:3]=[CH:2]1.C([O-])=O.[NH4+].O. The catalyst is [Pd].CN(C=O)C. The product is [NH:1]1[C:9]2[C:4](=[CH:5][C:6]([O:10][C:11]3[C:20]4[C:15](=[CH:16][C:17]([O:29][CH3:30])=[C:18]([OH:21])[CH:19]=4)[N:14]=[CH:13][N:12]=3)=[CH:7][N:8]=2)[CH:3]=[CH:2]1. The yield is 0.850. (3) The reactants are O=C1C2C(=CC=CC=2)C(=O)[N:3]1[CH2:12][CH2:13][NH:14][C@H:15]([C:20]([O:22][C:23]([CH3:26])([CH3:25])[CH3:24])=[O:21])[C:16]([CH3:19])([CH3:18])[CH3:17].NN. The catalyst is C(O)C. The product is [NH2:3][CH2:12][CH2:13][NH:14][C@H:15]([C:20]([O:22][C:23]([CH3:26])([CH3:25])[CH3:24])=[O:21])[C:16]([CH3:18])([CH3:19])[CH3:17]. The yield is 0.932. (4) The reactants are [C:1](Cl)(=[O:4])[CH:2]=[CH2:3].[CH3:6][N:7]([CH3:37])[CH:8]1[CH2:11][N:10]([C:12]2[CH:17]=[C:16]([O:18][CH3:19])[C:15]([NH:20][C:21]3[N:26]=[C:25]([C:27]4[CH:28]=[N:29][N:30]5[CH:35]=[CH:34][CH:33]=[CH:32][C:31]=45)[CH:24]=[CH:23][N:22]=3)=[CH:14][C:13]=2[NH2:36])[CH2:9]1. The catalyst is C(Cl)Cl.CO.C(Cl)Cl. The product is [CH3:37][N:7]([CH3:6])[CH:8]1[CH2:9][N:10]([C:12]2[CH:17]=[C:16]([O:18][CH3:19])[C:15]([NH:20][C:21]3[N:26]=[C:25]([C:27]4[CH:28]=[N:29][N:30]5[CH:35]=[CH:34][CH:33]=[CH:32][C:31]=45)[CH:24]=[CH:23][N:22]=3)=[CH:14][C:13]=2[NH:36][C:1](=[O:4])[CH:2]=[CH2:3])[CH2:11]1. The yield is 0.660. (5) The reactants are C[O:2][C:3](=[O:37])[CH2:4][CH2:5][CH:6]1[CH:13]2[CH:9]([O:10][CH:11](/[CH:14]=[CH:15]/[C:16]3[CH:21]=[CH:20][CH:19]=[CH:18][CH:17]=3)[O:12]2)[CH:8]([N:22]2[CH:30]=[N:29][C:28]3[C:23]2=[N:24][CH:25]=[N:26][C:27]=3[NH:31][C:32]([NH:34][CH2:35][CH3:36])=[O:33])[O:7]1.O.[OH-].[Li+].C(O)(=O)C. The catalyst is O1CCCC1. The product is [CH2:35]([NH:34][C:32](=[O:33])[NH:31][C:27]1[N:26]=[CH:25][N:24]=[C:23]2[C:28]=1[N:29]=[CH:30][N:22]2[CH:8]1[CH:9]2[O:10][CH:11](/[CH:14]=[CH:15]/[C:16]3[CH:21]=[CH:20][CH:19]=[CH:18][CH:17]=3)[O:12][CH:13]2[CH:6]([CH2:5][CH2:4][C:3]([OH:37])=[O:2])[O:7]1)[CH3:36]. The yield is 0.800. (6) The reactants are COCCOC.C(=O)([O-])[O-].[Na+].[Na+].Cl[C:14]1[CH:19]=[CH:18][N:17]=[CH:16][C:15]=1[N+:20]([O-:22])=[O:21].CC1(C)C(C)(C)OB([C:31]2[CH2:40][CH2:39][C:34]3([O:38][CH2:37][CH2:36][O:35]3)[CH2:33][CH:32]=2)O1. The catalyst is C(OCC)(=O)C.C1C=CC(P(C2C=CC=CC=2)[C-]2C=CC=C2)=CC=1.C1C=CC(P(C2C=CC=CC=2)[C-]2C=CC=C2)=CC=1.Cl[Pd]Cl.[Fe+2].C(Cl)Cl. The product is [N+:20]([C:15]1[CH:16]=[N:17][CH:18]=[CH:19][C:14]=1[C:31]1[CH2:40][CH2:39][C:34]2([O:38][CH2:37][CH2:36][O:35]2)[CH2:33][CH:32]=1)([O-:22])=[O:21]. The yield is 0.830. (7) The reactants are [P:1]([O:19][C:20]([C:23]1[N:28]=[CH:27][C:26]([C:29]2[C:43]([F:44])=[C:42]([C@H:45]3[CH2:49][CH2:48][CH2:47][O:46]3)[C:32]3[NH:33][C:34]([NH:36][C:37]([NH:39][CH2:40][CH3:41])=[O:38])=[N:35][C:31]=3[CH:30]=2)=[CH:25][N:24]=1)([CH3:22])[CH3:21])([O:11]CC1C=CC=CC=1)([O:3]CC1C=CC=CC=1)=[O:2].CCO.[OH-].[Na+:54]. The catalyst is [Pd].O. The product is [P:1]([O-:11])([O-:3])([O:19][C:20]([C:23]1[N:28]=[CH:27][C:26]([C:29]2[C:43]([F:44])=[C:42]([C@H:45]3[CH2:49][CH2:48][CH2:47][O:46]3)[C:32]3[NH:33][C:34]([NH:36][C:37]([NH:39][CH2:40][CH3:41])=[O:38])=[N:35][C:31]=3[CH:30]=2)=[CH:25][N:24]=1)([CH3:21])[CH3:22])=[O:2].[Na+:54].[Na+:54]. The yield is 0.941. (8) The reactants are [SH2:1].[Cl:2][C:3]1[CH:8]=[CH:7][C:6]([NH:9][C:10]([NH:12][C:13]2[CH:18]=[CH:17][C:16]([O:19][C:20]3[CH:25]=[CH:24][N:23]=[C:22]([C:26]#[N:27])[CH:21]=3)=[CH:15][CH:14]=2)=[O:11])=[CH:5][C:4]=1[C:28]([F:31])([F:30])[F:29].C(NCC)C.CCOC(C)=O. The catalyst is CN(C=O)C. The product is [Cl:2][C:3]1[CH:8]=[CH:7][C:6]([NH:9][C:10]([NH:12][C:13]2[CH:18]=[CH:17][C:16]([O:19][C:20]3[CH:25]=[CH:24][N:23]=[C:22]([C:26](=[S:1])[NH2:27])[CH:21]=3)=[CH:15][CH:14]=2)=[O:11])=[CH:5][C:4]=1[C:28]([F:31])([F:29])[F:30]. The yield is 0.730. (9) The reactants are C1(C)C=CC=CC=1.[NH2:8][C:9]1[N:10]([CH3:31])[C:11](=[O:30])[C:12]([C:21]2[CH:22]=[C:23]([CH:28]=[O:29])[N:24]([CH2:26][CH3:27])[CH:25]=2)([C:14]2[CH:19]=[CH:18][CH:17]=[C:16](Br)[CH:15]=2)[N:13]=1.[F:32][C:33]1[C:38](B(O)O)=[CH:37][CH:36]=[CH:35][N:34]=1.C(=O)([O-])[O-].[Na+].[Na+]. The catalyst is C1C=CC(P(C2C=CC=CC=2)C2C=CC=CC=2)=CC=1.C1C=CC(P(C2C=CC=CC=2)C2C=CC=CC=2)=CC=1.C1C=CC(P(C2C=CC=CC=2)C2C=CC=CC=2)=CC=1.C1C=CC(P(C2C=CC=CC=2)C2C=CC=CC=2)=CC=1.[Pd].C(O)C. The product is [NH2:8][C:9]1[N:10]([CH3:31])[C:11](=[O:30])[C:12]([C:21]2[CH:22]=[C:23]([CH:28]=[O:29])[N:24]([CH2:26][CH3:27])[CH:25]=2)([C:14]2[CH:19]=[CH:18][CH:17]=[C:16]([C:38]3[C:33]([F:32])=[N:34][CH:35]=[CH:36][CH:37]=3)[CH:15]=2)[N:13]=1. The yield is 0.740.